From a dataset of Full USPTO retrosynthesis dataset with 1.9M reactions from patents (1976-2016). Predict the reactants needed to synthesize the given product. (1) Given the product [NH2:13][CH:1]1[C:12]2[CH:4]([N:5]=[C:6]3[C:11]=2[CH:10]=[CH:9][CH:8]=[CH:7]3)[CH2:3][CH2:2]1, predict the reactants needed to synthesize it. The reactants are: [CH2:1]1[C:12]2[CH:4]([N:5]=[C:6]3[C:11]=2[CH:10]=[CH:9][CH:8]=[CH:7]3)[CH2:3][CH2:2]1.[NH2:13]N.O.NN. (2) Given the product [CH:37]([Si:4]([CH:1]([CH3:3])[CH3:2])([CH:34]([CH3:36])[CH3:35])[O:5][C@H:6]1[C@H:11]([O:12][Si:13]([CH:14]([CH3:15])[CH3:16])([CH:20]([CH3:21])[CH3:22])[CH:17]([CH3:19])[CH3:18])[CH:10]=[C:9]([C:23]2[CH:28]=[CH:27][N:26]=[CH:25][C:24]=2[NH2:29])[O:8][C@@H:7]1[CH:32]=[CH2:33])([CH3:38])[CH3:39], predict the reactants needed to synthesize it. The reactants are: [CH:1]([Si:4]([CH:37]([CH3:39])[CH3:38])([CH:34]([CH3:36])[CH3:35])[O:5][C@H:6]1[C@H:11]([O:12][Si:13]([CH:20]([CH3:22])[CH3:21])([CH:17]([CH3:19])[CH3:18])[CH:14]([CH3:16])[CH3:15])[CH:10]=[C:9]([C:23]2[CH:28]=[CH:27][N:26]=[CH:25][C:24]=2[N+:29]([O-])=O)[O:8][C@@H:7]1[CH:32]=[CH2:33])([CH3:3])[CH3:2].